Dataset: Reaction yield outcomes from USPTO patents with 853,638 reactions. Task: Predict the reaction yield, written as a fraction of the theoretical maximum amount of product (1.0 means a 100% yield; for example, 0.34 means a 34% yield). (1) The reactants are [C:1]([C:3]1[CH:8]=[CH:7][C:6](C2OC(C3N=C4C=CC(C#N)=CN4C=3)=CC=2)=[CH:5][CH:4]=1)#[N:2].Br[C:26]1[CH:27]=[C:28]([CH3:43])[C:29]2[N:30]([CH:32]=[C:33]([C:35]3[CH:42]=[CH:41][C:38]([C:39]#[N:40])=[CH:37][CH:36]=3)[N:34]=2)[CH:31]=1. No catalyst specified. The product is [C:39]([C:38]1[CH:41]=[CH:42][C:35]([C:33]2[N:34]=[C:29]3[C:28]([CH3:43])=[CH:27][C:26]([C:6]4[CH:7]=[CH:8][C:3]([C:1]#[N:2])=[CH:4][CH:5]=4)=[CH:31][N:30]3[CH:32]=2)=[CH:36][CH:37]=1)#[N:40]. The yield is 0.730. (2) The reactants are Cl[C:2]1[CH:7]=[CH:6][C:5]([O:8][CH3:9])=[CH:4][C:3]=1[N+:10]([O-:12])=[O:11].[C:13]([N:20]1[CH2:25][CH2:24][NH:23][CH2:22][CH2:21]1)([O:15][C:16]([CH3:19])([CH3:18])[CH3:17])=[O:14]. The catalyst is CN1C(=O)CCC1. The product is [CH3:9][O:8][C:5]1[CH:6]=[CH:7][C:2]([N:23]2[CH2:22][CH2:21][N:20]([C:13]([O:15][C:16]([CH3:19])([CH3:18])[CH3:17])=[O:14])[CH2:25][CH2:24]2)=[C:3]([N+:10]([O-:12])=[O:11])[CH:4]=1. The yield is 0.500. (3) The reactants are Cl[C:2]1[N:7]=[CH:6][C:5]([C:8]([OH:10])=[O:9])=[CH:4][C:3]=1[I:11].[OH-].[K+].[F:14][C:15]([F:19])([F:18])[CH2:16][OH:17].Cl. The catalyst is CS(C)=O.O. The product is [I:11][C:3]1[C:2]([O:17][CH2:16][C:15]([F:19])([F:18])[F:14])=[N:7][CH:6]=[C:5]([CH:4]=1)[C:8]([OH:10])=[O:9]. The yield is 0.280.